This data is from Retrosynthesis with 50K atom-mapped reactions and 10 reaction types from USPTO. The task is: Predict the reactants needed to synthesize the given product. (1) Given the product CC(C)(C)S(=O)(=O)Cc1ccc(CN)cc1, predict the reactants needed to synthesize it. The reactants are: CC(C)(C)S(=O)(=O)Cc1ccc(C#N)cc1. (2) Given the product CN1CCCC1=C1C(=O)N(c2ccccc2)c2cc(Cl)ccc21, predict the reactants needed to synthesize it. The reactants are: O=C1Cc2ccc(Cl)cc2N1c1ccccc1.O=C1Cc2ccccc2N1c1cccc(Cl)c1.